Dataset: Forward reaction prediction with 1.9M reactions from USPTO patents (1976-2016). Task: Predict the product of the given reaction. Given the reactants Cl[C:2]1[N:10]=[C:9]2[C:5]([N:6]=[C:7]([CH2:12][N:13]3[CH2:18][CH2:17][CH:16]([C:19]([OH:22])([CH3:21])[CH3:20])[CH2:15][CH2:14]3)[N:8]2[CH3:11])=[C:4]([N:23]2[CH2:28][CH2:27][O:26][CH2:25][CH2:24]2)[N:3]=1.[CH3:29][O:30][C:31]1[C:39]2[C:34](=[CH:35][CH:36]=[CH:37][CH:38]=2)[NH:33][N:32]=1, predict the reaction product. The product is: [CH3:29][O:30][C:31]1[C:39]2[C:34](=[CH:35][CH:36]=[CH:37][CH:38]=2)[N:33]([C:2]2[N:10]=[C:9]3[C:5]([N:6]=[C:7]([CH2:12][N:13]4[CH2:14][CH2:15][CH:16]([C:19]([OH:22])([CH3:20])[CH3:21])[CH2:17][CH2:18]4)[N:8]3[CH3:11])=[C:4]([N:23]3[CH2:24][CH2:25][O:26][CH2:27][CH2:28]3)[N:3]=2)[N:32]=1.